Dataset: Forward reaction prediction with 1.9M reactions from USPTO patents (1976-2016). Task: Predict the product of the given reaction. (1) Given the reactants [C:1]([O:9][C@H:10]([CH2:15][C:16]1[C:17]([CH2:26]Cl)=[C:18]2[C:22](=[C:23]([Cl:25])[CH:24]=1)[NH:21][N:20]=[CH:19]2)[C:11]([O:13][CH3:14])=[O:12])(=[O:8])[C:2]1[CH:7]=[CH:6][CH:5]=[CH:4][CH:3]=1.C(#N)C.[F:31][C:32]([F:36])([F:35])[CH2:33][NH2:34].C(=O)([O-])[O-].[K+].[K+], predict the reaction product. The product is: [C:1]([O:9][C@H:10]([CH2:15][C:16]1[C:17]([CH2:26][NH:34][CH2:33][C:32]([F:36])([F:35])[F:31])=[C:18]2[C:22](=[C:23]([Cl:25])[CH:24]=1)[NH:21][N:20]=[CH:19]2)[C:11]([O:13][CH3:14])=[O:12])(=[O:8])[C:2]1[CH:3]=[CH:4][CH:5]=[CH:6][CH:7]=1. (2) The product is: [F:1][C:2]1[C:3]([F:12])=[CH:4][C:5]2[S:9][C:8](=[N:10][C:17](=[O:18])[C:16]3[CH:20]=[CH:21][CH:22]=[C:14]([F:13])[CH:15]=3)[N:7]([CH:24]([CH2:29][CH3:30])[C:25]([OH:27])=[O:26])[C:6]=2[CH:11]=1. Given the reactants [F:1][C:2]1[C:3]([F:12])=[CH:4][C:5]2[S:9][C:8]([NH2:10])=[N:7][C:6]=2[CH:11]=1.[F:13][C:14]1[CH:15]=[C:16]([CH:20]=[CH:21][CH:22]=1)[C:17](Cl)=[O:18].Br[CH:24]([CH2:29][CH3:30])[C:25]([O:27]C)=[O:26].COC1C=CC2N=C(N)SC=2C=1.ClC1C=C(C=CC=1)C(Cl)=O.BrCC(OCC)=O, predict the reaction product. (3) Given the reactants [CH2:1]([O:8][CH2:9][C:10]1[CH:18]=[C:17]([O:19][CH2:20][O:21][CH3:22])[CH:16]=[C:15]([O:23][CH2:24][O:25][CH3:26])[C:11]=1[C:12]([OH:14])=[O:13])[C:2]1[CH:7]=[CH:6][CH:5]=[CH:4][CH:3]=1.[CH3:27][Si](C=[N+]=[N-])(C)C.CCCCCC.C(O)(=O)C, predict the reaction product. The product is: [CH3:27][O:13][C:12](=[O:14])[C:11]1[C:15]([O:23][CH2:24][O:25][CH3:26])=[CH:16][C:17]([O:19][CH2:20][O:21][CH3:22])=[CH:18][C:10]=1[CH2:9][O:8][CH2:1][C:2]1[CH:7]=[CH:6][CH:5]=[CH:4][CH:3]=1. (4) Given the reactants [CH2:1]([O:8][C:9]1[CH:14]=[C:13]([N:15]2[CH:19]=[C:18]([F:20])[C:17]([F:21])=[CH:16]2)[CH:12]=[CH:11][C:10]=1[NH:22][N:23]=[C:24]([C:29](=[O:33])[CH2:30][O:31][CH3:32])[C:25]([O:27][CH3:28])=[O:26])[C:2]1[CH:7]=[CH:6][CH:5]=[CH:4][CH:3]=1.[CH3:34]OC(OC)N(C)C, predict the reaction product. The product is: [CH2:1]([O:8][C:9]1[CH:14]=[C:13]([N:15]2[CH:19]=[C:18]([F:20])[C:17]([F:21])=[CH:16]2)[CH:12]=[CH:11][C:10]=1[N:22]1[CH:34]=[C:30]([O:31][CH3:32])[C:29](=[O:33])[C:24]([C:25]([O:27][CH3:28])=[O:26])=[N:23]1)[C:2]1[CH:3]=[CH:4][CH:5]=[CH:6][CH:7]=1.